This data is from Forward reaction prediction with 1.9M reactions from USPTO patents (1976-2016). The task is: Predict the product of the given reaction. (1) Given the reactants [CH2:1]([C:3]12[CH2:31][CH2:30][C:25]3(OCC[O:26]3)[CH2:24][CH:4]1[CH2:5][CH2:6][O:7][C:8]1[C:9]2=[CH:10][C:11]2[CH:12]=[N:13][N:14]([C:17]3[CH:22]=[CH:21][N:20]=[C:19]([CH3:23])[CH:18]=3)[C:15]=2[CH:16]=1)[CH3:2].CC1C=CC(S(O)(=O)=O)=CC=1, predict the reaction product. The product is: [CH2:1]([C@:3]12[CH2:31][CH2:30][C:25](=[O:26])[CH2:24][C@H:4]1[CH2:5][CH2:6][O:7][C:8]1[C:9]2=[CH:10][C:11]2[CH:12]=[N:13][N:14]([C:17]3[CH:22]=[CH:21][N:20]=[C:19]([CH3:23])[CH:18]=3)[C:15]=2[CH:16]=1)[CH3:2]. (2) Given the reactants [CH3:1][C:2]1[CH:7]=[CH:6][C:5]([N:8]2[CH2:13][CH2:12][NH:11][CH2:10][CH2:9]2)=[CH:4][CH:3]=1.[C:14]1([C:22]2[CH:27]=[CH:26][CH:25]=[CH:24][CH:23]=2)[CH:19]=[CH:18][CH:17]=[C:16]([CH:20]=O)[CH:15]=1.[BH-](OC(C)=O)(OC(C)=O)OC(C)=O.[Na+].C1(C2C=CC=CC=2)C=CC=CC=1CN1CCN(C2C=CC=CC=2)CC1, predict the reaction product. The product is: [C:14]1([C:22]2[CH:23]=[CH:24][CH:25]=[CH:26][CH:27]=2)[CH:19]=[CH:18][CH:17]=[C:16]([CH2:20][N:11]2[CH2:12][CH2:13][N:8]([C:5]3[CH:4]=[CH:3][C:2]([CH3:1])=[CH:7][CH:6]=3)[CH2:9][CH2:10]2)[CH:15]=1. (3) Given the reactants [CH:1]1([N:5]2[CH2:10][CH2:9][CH:8]([N:11]3[CH2:20][CH2:19][C:18]4[C:13](=[CH:14][CH:15]=[C:16]([O:21][C:22]5[CH:31]=[CH:30][C:25]([C:26]([O:28]C)=[O:27])=[CH:24][CH:23]=5)[CH:17]=4)[C:12]3=[O:32])[CH2:7][CH2:6]2)[CH2:4][CH2:3][CH2:2]1.[OH-].[Na+].Cl, predict the reaction product. The product is: [CH:1]1([N:5]2[CH2:10][CH2:9][CH:8]([N:11]3[CH2:20][CH2:19][C:18]4[C:13](=[CH:14][CH:15]=[C:16]([O:21][C:22]5[CH:23]=[CH:24][C:25]([C:26]([OH:28])=[O:27])=[CH:30][CH:31]=5)[CH:17]=4)[C:12]3=[O:32])[CH2:7][CH2:6]2)[CH2:2][CH2:3][CH2:4]1. (4) Given the reactants C[O:2][C:3]([C:5]1[N:6]=[C:7]2[C:12]([C:13]([F:16])([F:15])[F:14])=[CH:11][C:10](Br)=[CH:9][N:8]2[C:18]=1[Cl:19])=[O:4].[O:20]1[CH:24]=[CH:23][C:22](B(O)O)=[CH:21]1.C(Cl)Cl.[O-]P([O-])([O-])=O.[K+].[K+].[K+], predict the reaction product. The product is: [Cl:19][C:18]1[N:8]2[CH:9]=[C:10]([C:22]3[CH:23]=[CH:24][O:20][CH:21]=3)[CH:11]=[C:12]([C:13]([F:16])([F:15])[F:14])[C:7]2=[N:6][C:5]=1[C:3]([OH:2])=[O:4]. (5) Given the reactants [OH:1][CH2:2][CH2:3][O:4][CH2:5][C:6]([NH:9][C:10](=[O:16])[O:11][C:12]([CH3:15])([CH3:14])[CH3:13])([CH3:8])[CH3:7].[H-].[Na+].[CH3:19]I, predict the reaction product. The product is: [CH3:19][O:1][CH2:2][CH2:3][O:4][CH2:5][C:6]([NH:9][C:10](=[O:16])[O:11][C:12]([CH3:15])([CH3:14])[CH3:13])([CH3:8])[CH3:7]. (6) Given the reactants [F:1][C:2]([F:16])([C:7]1[CH:15]=[CH:14][C:10]([C:11]([OH:13])=O)=[CH:9][CH:8]=1)[C:3]([F:6])([F:5])[F:4].[F:17][C:18]1[CH:23]=[CH:22][C:21]([CH2:24][CH2:25][NH2:26])=[CH:20][CH:19]=1.CN1CCOCC1.CN(C(ON1N=NC2C=CC=CC1=2)=[N+](C)C)C.F[P-](F)(F)(F)(F)F, predict the reaction product. The product is: [F:17][C:18]1[CH:23]=[CH:22][C:21]([CH2:24][CH2:25][NH:26][C:11](=[O:13])[C:10]2[CH:9]=[CH:8][C:7]([C:2]([F:1])([F:16])[C:3]([F:4])([F:5])[F:6])=[CH:15][CH:14]=2)=[CH:20][CH:19]=1.